From a dataset of Reaction yield outcomes from USPTO patents with 853,638 reactions. Predict the reaction yield, written as a fraction of the theoretical maximum amount of product (1.0 means a 100% yield; for example, 0.34 means a 34% yield). (1) The reactants are [Cl-].O[NH3+:3].[C:4](=[O:7])([O-])[OH:5].[Na+].CS(C)=O.[F:13][C:14]1[CH:15]=[C:16]([C:44]2[C:45]([C:50]#[N:51])=[CH:46][CH:47]=[CH:48][CH:49]=2)[CH:17]=[CH:18][C:19]=1[CH2:20][C:21]1[C:22](=[O:43])[N:23]([C:33]2[CH:38]=[CH:37][C:36]([O:39][CH:40]([CH3:42])[CH3:41])=[CH:35][CH:34]=2)[C:24]2[N:25]([N:30]=[CH:31][N:32]=2)[C:26]=1[CH2:27][CH2:28][CH3:29]. The catalyst is C(OCC)(=O)C. The product is [F:13][C:14]1[CH:15]=[C:16]([C:44]2[CH:49]=[CH:48][CH:47]=[CH:46][C:45]=2[C:50]2[NH:3][C:4](=[O:7])[O:5][N:51]=2)[CH:17]=[CH:18][C:19]=1[CH2:20][C:21]1[C:22](=[O:43])[N:23]([C:33]2[CH:38]=[CH:37][C:36]([O:39][CH:40]([CH3:42])[CH3:41])=[CH:35][CH:34]=2)[C:24]2[N:25]([N:30]=[CH:31][N:32]=2)[C:26]=1[CH2:27][CH2:28][CH3:29]. The yield is 0.640. (2) The reactants are Br[CH:2]([C:12]1[CH:17]=[CH:16][N:15]=[C:14](F)[CH:13]=1)[C:3]([C:5]1[CH:10]=[CH:9][C:8]([F:11])=[CH:7][CH:6]=1)=O.[N:19]1([C:25]([NH2:27])=[O:26])[CH2:24][CH2:23][CH2:22][CH2:21][CH2:20]1.[O:28]1C=CN=C1.N1C=CC=CC1=O. The catalyst is CN(C=O)C.O.C(O)(=O)C. The product is [F:11][C:8]1[CH:9]=[CH:10][C:5]([C:3]2[N:27]=[C:25]([N:19]3[CH2:24][CH2:23][CH2:22][CH2:21][CH2:20]3)[O:26][C:2]=2[C:12]2[CH:17]=[CH:16][NH:15][C:14](=[O:28])[CH:13]=2)=[CH:6][CH:7]=1. The yield is 0.420. (3) The reactants are Br[C:2]1[CH:7]=[CH:6][CH:5]=[C:4]([N+:8]([O-:10])=[O:9])[C:3]=1[NH:11][C:12](=[O:14])[CH3:13].CC1(C)C(C)(C)OB([C:23]2[CH:28]=[CH:27][N:26]=[CH:25][CH:24]=2)O1.C([O-])([O-])=O.[Na+].[Na+].COCCOC. The catalyst is C1C=CC([P]([Pd]([P](C2C=CC=CC=2)(C2C=CC=CC=2)C2C=CC=CC=2)([P](C2C=CC=CC=2)(C2C=CC=CC=2)C2C=CC=CC=2)[P](C2C=CC=CC=2)(C2C=CC=CC=2)C2C=CC=CC=2)(C2C=CC=CC=2)C2C=CC=CC=2)=CC=1.O. The product is [N+:8]([C:4]1[CH:5]=[CH:6][CH:7]=[C:2]([C:23]2[CH:28]=[CH:27][N:26]=[CH:25][CH:24]=2)[C:3]=1[NH:11][C:12](=[O:14])[CH3:13])([O-:10])=[O:9]. The yield is 0.550. (4) The reactants are [C:1]([O:5][C:6]([N:8]1[CH2:17][CH2:16][C:15]2[C:10](=[CH:11][CH:12]=[C:13]([O:18][C:19]3[CH:24]=[CH:23][C:22]([C:25]#[N:26])=[CH:21][CH:20]=3)[CH:14]=2)[CH2:9]1)=[O:7])([CH3:4])([CH3:3])[CH3:2].[OH-:27].[K+]. The catalyst is C(O)(C)(C)C. The product is [C:1]([O:5][C:6]([N:8]1[CH2:17][CH2:16][C:15]2[C:10](=[CH:11][CH:12]=[C:13]([O:18][C:19]3[CH:24]=[CH:23][C:22]([C:25](=[O:27])[NH2:26])=[CH:21][CH:20]=3)[CH:14]=2)[CH2:9]1)=[O:7])([CH3:4])([CH3:2])[CH3:3]. The yield is 0.950. (5) The reactants are [C:1]([C:4]1[CH:8]=[C:7]([C:9]([NH:11][C@H:12]([CH2:28][CH3:29])[CH2:13][N:14]2[CH:18]=[CH:17][C:16]([C:19]3[CH:24]=[CH:23][C:22]([C:25]#[N:26])=[C:21]([Cl:27])[CH:20]=3)=[N:15]2)=[O:10])[NH:6][N:5]=1)(=[O:3])[CH3:2].[BH4-].[Na+]. No catalyst specified. The product is [Cl:27][C:21]1[CH:20]=[C:19]([C:16]2[CH:17]=[CH:18][N:14]([CH2:13][C@H:12]([NH:11][C:9]([C:7]3[NH:6][N:5]=[C:4]([CH:1]([OH:3])[CH3:2])[CH:8]=3)=[O:10])[CH2:28][CH3:29])[N:15]=2)[CH:24]=[CH:23][C:22]=1[C:25]#[N:26]. The yield is 0.850.